This data is from Forward reaction prediction with 1.9M reactions from USPTO patents (1976-2016). The task is: Predict the product of the given reaction. (1) Given the reactants [Br:1][C:2]1[CH:7]=[CH:6][C:5]([C@@H:8]([N:10]([CH2:18][CH2:19][C:20](=O)[C:21]2[CH:26]=[CH:25][CH:24]=[CH:23][CH:22]=2)[C:11](=[O:17])[O:12][C:13]([CH3:16])([CH3:15])[CH3:14])[CH3:9])=[CH:4][CH:3]=1.[CH3:28][C:29]([S@:32]([NH2:34])=O)([CH3:31])[CH3:30], predict the reaction product. The product is: [Br:1][C:2]1[CH:7]=[CH:6][C:5]([C@@H:8]([N:10]([CH2:18][CH2:19]/[C:20](=[N:34]/[S:32][C:29]([CH3:31])([CH3:30])[CH3:28])/[C:21]2[CH:26]=[CH:25][CH:24]=[CH:23][CH:22]=2)[C:11](=[O:17])[O:12][C:13]([CH3:16])([CH3:15])[CH3:14])[CH3:9])=[CH:4][CH:3]=1. (2) Given the reactants [Cl:1][C:2]1[CH:11]=[C:10]2[C:5]([CH2:6][CH:7]([CH2:12][S:13][CH3:14])[N:8]=[CH:9]2)=[CH:4][C:3]=1[O:15][CH2:16][CH2:17][O:18][CH3:19].C(O[CH:23]=[C:24]([C:30](=[O:32])[CH3:31])[C:25]([O:27][CH2:28][CH3:29])=[O:26])C, predict the reaction product. The product is: [Cl:1][C:2]1[C:3]([O:15][CH2:16][CH2:17][O:18][CH3:19])=[CH:4][C:5]2[CH2:6][CH:7]([CH2:12][S:13][CH3:14])[N:8]3[CH:9]([CH2:31][C:30](=[O:32])[C:24]([C:25]([O:27][CH2:28][CH3:29])=[O:26])=[CH:23]3)[C:10]=2[CH:11]=1. (3) Given the reactants [O:1]1[CH2:6][CH2:5][CH:4]([N:7]2[CH2:17][CH2:16][C:10]3([CH:12]([C:13]([OH:15])=O)[CH2:11]3)[CH2:9][CH2:8]2)[CH2:3][CH2:2]1.[CH:18]([N:21]1[CH2:26][CH2:25][NH:24][CH2:23][CH2:22]1)([CH3:20])[CH3:19], predict the reaction product. The product is: [CH:18]([N:21]1[CH2:26][CH2:25][N:24]([C:13]([CH:12]2[C:10]3([CH2:9][CH2:8][N:7]([CH:4]4[CH2:3][CH2:2][O:1][CH2:6][CH2:5]4)[CH2:17][CH2:16]3)[CH2:11]2)=[O:15])[CH2:23][CH2:22]1)([CH3:20])[CH3:19]. (4) Given the reactants FC(F)C1C=C(C(O)(C(F)(F)F)C(F)(F)F)C=CC=1C1SC(C(NCC(O)(C)C)=O)=NC=1CO.[OH:35][C:36]([CH3:55])([CH3:54])[CH2:37][NH:38][C:39]([C:41]1[S:42][CH:43]=[C:44]([C:46]([N:48]2[CH2:52][CH2:51][CH2:50][C@@H:49]2[CH3:53])=[O:47])[N:45]=1)=[O:40].Br[C:57]1[CH:62]=[CH:61][C:60]([C:63]([OH:72])([C:68]([F:71])([F:70])[F:69])[C:64]([F:67])([F:66])[F:65])=[CH:59][C:58]=1[F:73], predict the reaction product. The product is: [F:73][C:58]1[CH:59]=[C:60]([C:63]([OH:72])([C:64]([F:65])([F:66])[F:67])[C:68]([F:70])([F:71])[F:69])[CH:61]=[CH:62][C:57]=1[C:43]1[S:42][C:41]([C:39]([NH:38][CH2:37][C:36]([OH:35])([CH3:54])[CH3:55])=[O:40])=[N:45][C:44]=1[C:46]([N:48]1[CH2:52][CH2:51][CH2:50][C@@H:49]1[CH3:53])=[O:47]. (5) Given the reactants Cl[C:2]1[CH:7]=[CH:6][CH:5]=[CH:4][N:3]=1.CCN(C(C)C)C(C)C.[NH:17]1[CH2:23][CH2:22][CH2:21][NH:20][CH2:19][CH2:18]1, predict the reaction product. The product is: [N:3]1[CH:4]=[CH:5][CH:6]=[CH:7][C:2]=1[N:17]1[CH2:23][CH2:22][CH2:21][NH:20][CH2:19][CH2:18]1. (6) Given the reactants [F:1][C:2]([F:33])([F:32])[C:3]1[CH:4]=[C:5]([C@H:13]([O:15][C@H:16]2[CH2:24][CH2:23][C@@H:22]3[C@@H:18]([CH2:19][NH:20][CH2:21]3)[C@@H:17]2[C:25]2[CH:30]=[CH:29][C:28]([F:31])=[CH:27][CH:26]=2)[CH3:14])[CH:6]=[C:7]([C:9]([F:12])([F:11])[F:10])[CH:8]=1.[C:34]1(=O)[CH2:38][CH2:37][C:36](=[O:39])[CH2:35]1.CC1C=CC(S(O)(=O)=O)=CC=1, predict the reaction product. The product is: [F:33][C:2]([F:1])([F:32])[C:3]1[CH:4]=[C:5]([C@H:13]([O:15][C@H:16]2[CH2:24][CH2:23][C@@H:22]3[C@@H:18]([CH2:19][N:20]([C:34]4[CH2:38][CH2:37][C:36](=[O:39])[CH:35]=4)[CH2:21]3)[C@@H:17]2[C:25]2[CH:26]=[CH:27][C:28]([F:31])=[CH:29][CH:30]=2)[CH3:14])[CH:6]=[C:7]([C:9]([F:12])([F:10])[F:11])[CH:8]=1. (7) The product is: [OH:4][CH2:3][C:2]([N:1]1[C:10](=[O:11])[C:9]2[C:8](=[CH:16][CH:15]=[CH:14][CH:13]=2)[C:7]1=[O:12])([CH3:6])[CH3:5]. Given the reactants [NH2:1][C:2]([CH3:6])([CH3:5])[CH2:3][OH:4].[C:7]1(=O)[O:12][C:10](=[O:11])[C:9]2=[CH:13][CH:14]=[CH:15][CH:16]=[C:8]12.C(N(CC)CC)C, predict the reaction product.